This data is from Peptide-MHC class I binding affinity with 185,985 pairs from IEDB/IMGT. The task is: Regression. Given a peptide amino acid sequence and an MHC pseudo amino acid sequence, predict their binding affinity value. This is MHC class I binding data. (1) The peptide sequence is KMLNLNYIV. The MHC is HLA-A32:01 with pseudo-sequence HLA-A32:01. The binding affinity (normalized) is 0.403. (2) The peptide sequence is WEALDTMYV. The MHC is HLA-B18:01 with pseudo-sequence HLA-B18:01. The binding affinity (normalized) is 0.416. (3) The peptide sequence is LTPKAQREIF. The MHC is Mamu-A01 with pseudo-sequence Mamu-A01. The binding affinity (normalized) is 0.834. (4) The peptide sequence is KELNIGRTF. The MHC is HLA-A02:03 with pseudo-sequence HLA-A02:03. The binding affinity (normalized) is 0.0847.